This data is from Cav3 T-type calcium channel HTS with 100,875 compounds. The task is: Binary Classification. Given a drug SMILES string, predict its activity (active/inactive) in a high-throughput screening assay against a specified biological target. (1) The compound is s1cc(C(c2cc(sc2)C(=O)C)c2cc(sc2)C(=O)C)cc1C(=O)C. The result is 0 (inactive). (2) The drug is o1c(CNc2nn(c3ccccc3)c(n2)N)ccc1. The result is 0 (inactive). (3) The result is 0 (inactive). The drug is Fc1c(NC(=O)c2nn(c(c2)C(OCC)=O)C)cccc1.